Predict the product of the given reaction. From a dataset of Forward reaction prediction with 1.9M reactions from USPTO patents (1976-2016). (1) The product is: [C:1]([O:5][CH:6]([C:11]1[C:12]([C:23]2[CH:24]=[CH:25][C:26]([Cl:29])=[CH:27][CH:28]=2)=[C:13]2[C:20]([CH3:21])=[C:19]([CH3:22])[N:18]([CH3:35])[C:14]2=[N:15][C:16]=1[CH3:17])[C:7]([O:9][CH3:10])=[O:8])([CH3:4])([CH3:2])[CH3:3]. Given the reactants [C:1]([O:5][CH:6]([C:11]1[C:12]([C:23]2[CH:28]=[CH:27][C:26]([Cl:29])=[CH:25][CH:24]=2)=[C:13]2[C:20]([CH3:21])=[C:19]([CH3:22])[NH:18][C:14]2=[N:15][C:16]=1[CH3:17])[C:7]([O:9][CH3:10])=[O:8])([CH3:4])([CH3:3])[CH3:2].[OH-].[K+].O.Cl.Cl[CH2:35]Cl, predict the reaction product. (2) Given the reactants Cl[C:2]1[C:11]2[C:6](=[CH:7][C:8]([NH:12][C:13]([O:15][CH2:16]C)=[O:14])=[CH:9][CH:10]=2)[CH:5]=[CH:4][N:3]=1.[CH3:18][O-:19].[Na+].[Cl-].[NH4+], predict the reaction product. The product is: [CH3:18][O:19][C:2]1[C:11]2[C:6](=[CH:7][C:8]([NH:12][C:13]([O:15][CH3:16])=[O:14])=[CH:9][CH:10]=2)[CH:5]=[CH:4][N:3]=1. (3) Given the reactants C[O:2][C:3]1[CH:12]=[C:11]2[C:6]([CH2:7][CH2:8][C@@H:9]([NH2:13])[CH2:10]2)=[CH:5][CH:4]=1.CO.[BrH:16], predict the reaction product. The product is: [BrH:16].[NH2:13][C@H:9]1[CH2:10][C:11]2[CH:12]=[C:3]([OH:2])[CH:4]=[CH:5][C:6]=2[CH2:7][CH2:8]1. (4) Given the reactants [CH3:1][C:2]1[CH:7]=[C:6]([CH3:8])[NH:5][C:4](=[O:9])[C:3]=1[CH2:10][NH:11][C:12]([C:14]1[CH:15]=[C:16]([C:30]2[CH:35]=[CH:34][C:33]([CH2:36][N:37]3[CH2:42][CH2:41][O:40][CH2:39][CH2:38]3)=[CH:32][CH:31]=2)[CH:17]=[C:18]([N:21]([CH2:28][CH3:29])[CH:22]2[CH2:27][CH2:26][O:25][CH2:24][CH2:23]2)[C:19]=1[CH3:20])=[O:13].[ClH:43].C(OCC)(=O)C, predict the reaction product. The product is: [Cl-:43].[CH3:1][C:2]1[CH:7]=[C:6]([CH3:8])[NH:5][C:4](=[O:9])[C:3]=1[CH2:10][NH:11][C:12]([C:14]1[CH:15]=[C:16]([C:30]2[CH:35]=[CH:34][C:33]([CH2:36][NH+:37]3[CH2:38][CH2:39][O:40][CH2:41][CH2:42]3)=[CH:32][CH:31]=2)[CH:17]=[C:18]([N:21]([CH2:28][CH3:29])[CH:22]2[CH2:23][CH2:24][O:25][CH2:26][CH2:27]2)[C:19]=1[CH3:20])=[O:13]. (5) Given the reactants FC1C=CC2O[C@H](C)[C@H]([N:13]([CH2:22][C:23]([F:29])([F:28])[C:24]([F:27])([F:26])[F:25])[C:14](=[O:21])[C:15]([OH:20])([CH3:19])[C:16]([NH2:18])=[O:17])C(=O)N(CCO)C=2C=1, predict the reaction product. The product is: [OH:20][C:15]([CH3:19])([C:16]([NH2:18])=[O:17])[C:14]([NH:13][CH2:22][C:23]([F:28])([F:29])[C:24]([F:27])([F:26])[F:25])=[O:21]. (6) Given the reactants F[C:2]1[CH:9]=[C:8]([F:10])[CH:7]=[C:6](OC)[C:3]=1[C:4]#[N:5].[OH2:13].[NH2:14][NH2:15].[CH3:16]C(O)=O.C(OCC)(=O)C, predict the reaction product. The product is: [F:10][C:8]1[CH:9]=[C:2]2[C:3]([C:4]([NH2:5])=[N:14][NH:15]2)=[C:6]([O:13][CH3:16])[CH:7]=1. (7) Given the reactants Cl[CH2:2][C:3]1[N:4]=[C:5]2[S:13][C:12](C)=[C:11]([C:15]([NH:17][CH3:18])=[O:16])[N:6]2[C:7](=[O:10])[C:8]=1[F:9].[C:19]([C:21]1[C:22]([F:30])=[C:23](B(O)O)[CH:24]=[CH:25][CH:26]=1)#[N:20].[C:31](=O)([O-])[O-].[Na+].[Na+].O, predict the reaction product. The product is: [C:19]([C:21]1[C:22]([F:30])=[C:23]([CH2:2][C:3]2[N:4]=[C:5]3[S:13][CH:12]=[C:11]([C:15]([N:17]([CH3:18])[CH3:31])=[O:16])[N:6]3[C:7](=[O:10])[C:8]=2[F:9])[CH:24]=[CH:25][CH:26]=1)#[N:20]. (8) The product is: [NH2:19][C:17]1[N:18]=[C:13]([C:4]2[CH:5]=[CH:6][C:7]([OH:8])=[C:2]([F:1])[CH:3]=2)[CH:14]=[C:15]([NH:20][CH3:21])[N:16]=1. Given the reactants [F:1][C:2]1[CH:3]=[C:4](B(O)O)[CH:5]=[CH:6][C:7]=1[OH:8].I[C:13]1[N:18]=[C:17]([NH2:19])[N:16]=[C:15]([NH:20][CH3:21])[CH:14]=1, predict the reaction product. (9) Given the reactants Cl.Cl.[F:3][C:4]1[CH:9]=[C:8]([C:10]#[N:11])[CH:7]=[CH:6][C:5]=1[C:12]1[CH:17]=[CH:16][C:15]([O:18][C:19]([F:22])([F:21])[F:20])=[C:14]([CH2:23][NH:24][C@H:25]2[CH2:30][CH2:29][NH:28][CH2:27][C@H:26]2[C:31]2[CH:36]=[CH:35][CH:34]=[CH:33][CH:32]=2)[CH:13]=1.[C:37](O)(=[O:40])[CH2:38][OH:39].CCN=C=NCCCN(C)C.Cl.C1C=CC2N(O)N=NC=2C=1, predict the reaction product. The product is: [F:3][C:4]1[CH:9]=[C:8]([C:10]#[N:11])[CH:7]=[CH:6][C:5]=1[C:12]1[CH:17]=[CH:16][C:15]([O:18][C:19]([F:21])([F:22])[F:20])=[C:14]([CH2:23][NH:24][C@H:25]2[CH2:30][CH2:29][N:28]([C:38](=[O:39])[CH2:37][OH:40])[CH2:27][C@H:26]2[C:31]2[CH:32]=[CH:33][CH:34]=[CH:35][CH:36]=2)[CH:13]=1.